The task is: Predict the reaction yield, written as a fraction of the theoretical maximum amount of product (1.0 means a 100% yield; for example, 0.34 means a 34% yield).. This data is from Reaction yield outcomes from USPTO patents with 853,638 reactions. (1) The reactants are [CH:1]1([NH:4][C:5](=[O:38])[C:6]2[CH:11]=[CH:10][C:9]([C:12]3[N:16]4[CH:17]=[C:18]([C:32]5[CH:37]=[CH:36][CH:35]=[CH:34][CH:33]=5)[N:19]=[C:20]([NH:21][CH2:22][CH2:23][CH2:24][O:25][CH2:26][CH:27]5[CH2:31][O:30]C[O:28]5)[C:15]4=[N:14][CH:13]=3)=[CH:8][CH:7]=2)[CH2:3][CH2:2]1.Cl. The yield is 0.270. The catalyst is CO. The product is [CH:1]1([NH:4][C:5](=[O:38])[C:6]2[CH:11]=[CH:10][C:9]([C:12]3[N:16]4[CH:17]=[C:18]([C:32]5[CH:33]=[CH:34][CH:35]=[CH:36][CH:37]=5)[N:19]=[C:20]([NH:21][CH2:22][CH2:23][CH2:24][O:25][CH2:26][C@@H:27]([OH:28])[CH2:31][OH:30])[C:15]4=[N:14][CH:13]=3)=[CH:8][CH:7]=2)[CH2:2][CH2:3]1. (2) The reactants are O=[C:2]1[CH2:7][CH2:6][N:5]([C:8]([O:10][C:11]([CH3:14])([CH3:13])[CH3:12])=[O:9])[CH2:4][CH:3]1[C:15]([O:17][CH2:18][CH3:19])=[O:16].[C:20]1([C@H:26]([NH2:28])[CH3:27])[CH:25]=[CH:24][CH:23]=[CH:22][CH:21]=1.CC1C=CC(S(O)(=O)=O)=CC=1. The catalyst is C1(C)C=CC=CC=1. The product is [C:20]1([C@H:26]([NH:28][C:2]2[CH2:7][CH2:6][N:5]([C:8]([O:10][C:11]([CH3:14])([CH3:13])[CH3:12])=[O:9])[CH2:4][C:3]=2[C:15]([O:17][CH2:18][CH3:19])=[O:16])[CH3:27])[CH:25]=[CH:24][CH:23]=[CH:22][CH:21]=1. The yield is 0.490. (3) The reactants are [F:1][C:2]([F:12])([F:11])[C:3]1[CH:10]=[CH:9][C:6]([CH2:7][NH2:8])=[CH:5][CH:4]=1.[C:13](N1C=CN=C1)(N1C=CN=C1)=[O:14].[CH2:25]([O:32][C:33](=[O:50])[C:34]([CH3:49])([O:36][C:37]1[CH:42]=[CH:41][CH:40]=[C:39]([CH:43]2[CH2:48][CH2:47][CH2:46][NH:45][CH2:44]2)[CH:38]=1)[CH3:35])[C:26]1[CH:31]=[CH:30][CH:29]=[CH:28][CH:27]=1.Cl. The catalyst is C1(C)C=CC=CC=1.O. The product is [CH2:25]([O:32][C:33](=[O:50])[C:34]([CH3:35])([O:36][C:37]1[CH:42]=[CH:41][CH:40]=[C:39]([CH:43]2[CH2:48][CH2:47][CH2:46][N:45]([C:13](=[O:14])[NH:8][CH2:7][C:6]3[CH:9]=[CH:10][C:3]([C:2]([F:11])([F:12])[F:1])=[CH:4][CH:5]=3)[CH2:44]2)[CH:38]=1)[CH3:49])[C:26]1[CH:31]=[CH:30][CH:29]=[CH:28][CH:27]=1. The yield is 0.720. (4) The reactants are [CH2:1]([O:19][CH2:20][CH:21]([OH:41])[CH2:22][O:23][C:24](=[O:40])[CH2:25][CH2:26][CH2:27][CH2:28][CH2:29][CH2:30][CH2:31][CH2:32][CH2:33][CH2:34][CH2:35][CH2:36][CH2:37][CH2:38][CH3:39])[CH2:2][CH2:3][CH2:4][CH2:5][CH2:6][CH2:7][CH2:8]/[CH:9]=[CH:10]\[CH2:11][CH2:12][CH2:13][CH2:14][CH2:15][CH2:16][CH2:17][CH3:18].C1(N=C=NC2CCCCC2)CCCCC1.CN(C1C=CC=CN=1)C.[CH2:66]([CH2:80][C:81](O)=[S:82])[CH2:67][CH2:68][CH2:69][CH2:70][CH2:71][CH2:72][CH2:73][CH2:74][CH2:75][CH2:76][CH2:77][CH2:78][CH3:79]. The catalyst is ClCCl. The product is [CH2:1]([O:19][CH:20]([C:81](=[S:82])[CH2:80][CH2:66][CH2:67][CH2:68][CH2:69][CH2:70][CH2:71][CH2:72][CH2:73][CH2:74][CH2:75][CH2:76][CH2:77][CH2:78][CH3:79])[CH:21]([CH2:22][O:23][C:24](=[O:40])[CH2:25][CH2:26][CH2:27][CH2:28][CH2:29][CH2:30][CH2:31][CH2:32][CH2:33][CH2:34][CH2:35][CH2:36][CH2:37][CH2:38][CH3:39])[OH:41])[CH2:2][CH2:3][CH2:4][CH2:5][CH2:6][CH2:7][CH2:8]/[CH:9]=[CH:10]\[CH2:11][CH2:12][CH2:13][CH2:14][CH2:15][CH2:16][CH2:17][CH3:18]. The yield is 0.490. (5) The reactants are [CH3:1][C:2]1[C:6]2[C:7](=[O:19])[N:8]([CH2:11][CH2:12][N:13]3[CH2:18][CH2:17][O:16][CH2:15][CH2:14]3)[CH2:9][CH2:10][C:5]=2[NH:4][C:3]=1[CH:20]=O.[Cl:22][C:23]1[C:24]([F:39])=[C:25]([C:29]2[CH:37]=[CH:36][CH:35]=[C:34]3[C:30]=2[CH2:31][C:32](=[O:38])[NH:33]3)[CH:26]=[CH:27][CH:28]=1. No catalyst specified. The product is [Cl:22][C:23]1[C:24]([F:39])=[C:25]([C:29]2[CH:37]=[CH:36][CH:35]=[C:34]3[C:30]=2[C:31](=[CH:20][C:3]2[NH:4][C:5]4[CH2:10][CH2:9][N:8]([CH2:11][CH2:12][N:13]5[CH2:14][CH2:15][O:16][CH2:17][CH2:18]5)[C:7](=[O:19])[C:6]=4[C:2]=2[CH3:1])[C:32](=[O:38])[NH:33]3)[CH:26]=[CH:27][CH:28]=1. The yield is 0.621. (6) The reactants are [Br:1][C:2]1[CH:7]=[CH:6][C:5]([CH2:8]Cl)=[C:4]([CH3:10])[CH:3]=1.[C-:11]#[N:12].[Na+]. The catalyst is CCO. The product is [Br:1][C:2]1[CH:7]=[CH:6][C:5]([CH2:8][C:11]#[N:12])=[C:4]([CH3:10])[CH:3]=1. The yield is 1.00.